Regression/Classification. Given a drug SMILES string, predict its absorption, distribution, metabolism, or excretion properties. Task type varies by dataset: regression for continuous measurements (e.g., permeability, clearance, half-life) or binary classification for categorical outcomes (e.g., BBB penetration, CYP inhibition). Dataset: cyp2d6_veith. From a dataset of CYP2D6 inhibition data for predicting drug metabolism from PubChem BioAssay. (1) The molecule is O=C(O)c1ccccc1NCn1c(=S)sc2ccccc21. The result is 0 (non-inhibitor). (2) The result is 0 (non-inhibitor). The molecule is Cc1nn(C)c(C(=O)NNC(=S)Nc2ccc(Cl)cc2)c1[N+](=O)[O-].